The task is: Predict the product of the given reaction.. This data is from Forward reaction prediction with 1.9M reactions from USPTO patents (1976-2016). (1) Given the reactants [Cl:1][C:2]1[CH:7]=[CH:6][C:5]([C:8]2[C:13]([C:14]3[CH:19]=[CH:18][C:17]([Cl:20])=[CH:16][CH:15]=3)=[N:12][CH:11]=[CH:10][N+:9]=2[O-])=[CH:4][CH:3]=1.O=P(Cl)(Cl)[Cl:24], predict the reaction product. The product is: [Cl:24][C:11]1[N:12]=[C:13]([C:14]2[CH:19]=[CH:18][C:17]([Cl:20])=[CH:16][CH:15]=2)[C:8]([C:5]2[CH:6]=[CH:7][C:2]([Cl:1])=[CH:3][CH:4]=2)=[N:9][CH:10]=1. (2) Given the reactants [F:1][C:2]1[CH:3]=[C:4]([CH:24]=[C:25]([F:35])[C:26]=1[O:27][C:28]1[CH:33]=[CH:32][C:31]([F:34])=[CH:30][CH:29]=1)[CH2:5][O:6][C:7]1[CH:8]=[C:9]2[N:16](C(OC(C)(C)C)=O)[CH2:15][CH2:14][N:10]2[C:11](=[O:13])[N:12]=1.C(O)(C(F)(F)F)=O, predict the reaction product. The product is: [F:1][C:2]1[CH:3]=[C:4]([CH:24]=[C:25]([F:35])[C:26]=1[O:27][C:28]1[CH:33]=[CH:32][C:31]([F:34])=[CH:30][CH:29]=1)[CH2:5][O:6][C:7]1[CH:8]=[C:9]2[NH:16][CH2:15][CH2:14][N:10]2[C:11](=[O:13])[N:12]=1.